Dataset: Catalyst prediction with 721,799 reactions and 888 catalyst types from USPTO. Task: Predict which catalyst facilitates the given reaction. (1) Reactant: C(NC(C)C)(C)C.C([Li])CCC.[Cl:13][C:14]1[CH:15]=[N:16][CH:17]=[C:18]([C:20]([F:23])([F:22])[F:21])[CH:19]=1.[C:24](=O)([O-])[OH:25].[Na+]. Product: [Cl:13][C:14]1[CH:15]=[N:16][CH:17]=[C:18]([C:20]([F:21])([F:23])[F:22])[C:19]=1[CH:24]=[O:25]. The catalyst class is: 118. (2) Reactant: [CH2:1]([N:3]([CH2:14][CH2:15][NH:16][C:17]([C:19]1[C:32]2[C:23](=[N:24][C:25]3[C:30]([N:31]=2)=[CH:29][CH:28]=[C:27]([Sn](CCCC)(CCCC)CCCC)[CH:26]=3)[CH:22]=[CH:21][CH:20]=1)=[O:18])[CH2:4][CH2:5][O:6][C:7]1[C:8]([F:13])=[N:9][CH:10]=[CH:11][CH:12]=1)[CH3:2].[I:46]I.C(=O)([O-])[O-].[Na+].[Na+]. Product: [CH2:1]([N:3]([CH2:14][CH2:15][NH:16][C:17]([C:19]1[C:32]2[C:23](=[N:24][C:25]3[C:30]([N:31]=2)=[CH:29][CH:28]=[C:27]([I:46])[CH:26]=3)[CH:22]=[CH:21][CH:20]=1)=[O:18])[CH2:4][CH2:5][O:6][C:7]1[C:8]([F:13])=[N:9][CH:10]=[CH:11][CH:12]=1)[CH3:2]. The catalyst class is: 22. (3) Reactant: [CH3:1][O:2][C:3]1[CH:12]=[C:11]2[C:6]([CH2:7][CH2:8][CH2:9][C:10]2=O)=[CH:5][CH:4]=1.Cl.[NH2:15][OH:16]. Product: [CH3:1][O:2][C:3]1[CH:12]=[C:11]2[C:6]([CH2:7][CH2:8][CH2:9][C:10]2=[N:15][OH:16])=[CH:5][CH:4]=1. The catalyst class is: 14. (4) Reactant: C(OC([N:8]1[CH:13]([C@@H:14]([OH:29])[C@@H:15]([NH:25][C:26](=[O:28])[CH3:27])[CH2:16][C:17]2[CH:22]=[C:21]([F:23])[CH:20]=[C:19]([F:24])[CH:18]=2)[CH2:12][O:11][C@@H:10]([O:30][CH2:31][CH3:32])[CH2:9]1)=O)(C)(C)C.[F:33][C:34]([F:39])([F:38])[C:35]([OH:37])=[O:36]. Product: [F:33][C:34]([F:39])([F:38])[C:35]([OH:37])=[O:36].[F:24][C:19]1[CH:18]=[C:17]([CH:22]=[C:21]([F:23])[CH:20]=1)[CH2:16][C@H:15]([NH:25][C:26](=[O:28])[CH3:27])[C@@H:14]([C@H:13]1[CH2:12][O:11][C@H:10]([O:30][CH2:31][CH3:32])[CH2:9][NH:8]1)[OH:29]. The catalyst class is: 4. (5) Reactant: [C:1]([O:9][C@@H:10]([CH2:89][C:90]([Br:92])=[CH2:91])[CH2:11][CH2:12][C@@:13]12[O:88][C@@H:16]3[C@H:17]4[C@@H:22]([O:23][C@@H:15]3[CH2:14]1)[C@@H:21]([O:24]2)[C@H:20]1[O:25][C@@H:26]([CH2:29][CH:30]([OH:87])[CH:31]([C@@H:41]2[C@@H:45]([O:46][CH3:47])[C@@H:44]([CH2:48][C@H:49]([O:59][Si:60]([C:63]([CH3:66])([CH3:65])[CH3:64])([CH3:62])[CH3:61])[CH2:50][O:51][Si:52]([C:55]([CH3:58])([CH3:57])[CH3:56])([CH3:54])[CH3:53])[O:43][C@H:42]2[CH2:67][C@@H:68]2[C:73](=[CH2:74])[C@H:72]([CH3:75])[CH2:71][C@H:70]([CH2:76][CH2:77][CH2:78][O:79][Si:80]([CH2:85][CH3:86])([CH2:83][CH3:84])[CH2:81][CH3:82])[O:69]2)[S:32]([C:35]2[CH:40]=[CH:39][CH:38]=[CH:37][CH:36]=2)(=[O:34])=[O:33])[CH2:27][CH2:28][C@@H:19]1[O:18]4)(=[O:8])[C:2]1[CH:7]=[CH:6][CH:5]=[CH:4][CH:3]=1.C(=O)(O)[O-].[Na+].CC(OI1(OC(C)=O)(OC(C)=O)OC(=O)C2C=CC=CC1=2)=O.CC(OC)(C)C. Product: [C:1]([O:9][C@@H:10]([CH2:89][C:90]([Br:92])=[CH2:91])[CH2:11][CH2:12][C@@:13]12[O:88][C@@H:16]3[C@H:17]4[C@@H:22]([O:23][C@@H:15]3[CH2:14]1)[C@@H:21]([O:24]2)[C@H:20]1[O:25][C@@H:26]([CH2:29][C:30](=[O:87])[CH:31]([C@@H:41]2[C@@H:45]([O:46][CH3:47])[C@@H:44]([CH2:48][C@H:49]([O:59][Si:60]([C:63]([CH3:66])([CH3:64])[CH3:65])([CH3:61])[CH3:62])[CH2:50][O:51][Si:52]([C:55]([CH3:57])([CH3:56])[CH3:58])([CH3:54])[CH3:53])[O:43][C@H:42]2[CH2:67][C@@H:68]2[C:73](=[CH2:74])[C@H:72]([CH3:75])[CH2:71][C@H:70]([CH2:76][CH2:77][CH2:78][O:79][Si:80]([CH2:81][CH3:82])([CH2:85][CH3:86])[CH2:83][CH3:84])[O:69]2)[S:32]([C:35]2[CH:36]=[CH:37][CH:38]=[CH:39][CH:40]=2)(=[O:33])=[O:34])[CH2:27][CH2:28][C@@H:19]1[O:18]4)(=[O:8])[C:2]1[CH:3]=[CH:4][CH:5]=[CH:6][CH:7]=1. The catalyst class is: 2. (6) Reactant: [F:1][C:2]1[CH:11]=[C:10]2[C:5]([CH:6]=[CH:7][C:8](=[O:15])[N:9]2[CH2:12][CH:13]=O)=[N:4][CH:3]=1.[NH:16]1[CH2:21][CH2:20][CH:19]([NH:22][C:23](=[O:29])[O:24][C:25]([CH3:28])([CH3:27])[CH3:26])[CH2:18][CH2:17]1.C(O[BH-](OC(=O)C)OC(=O)C)(=O)C.[Na+].C(=O)([O-])O.[Na+]. Product: [F:1][C:2]1[CH:11]=[C:10]2[C:5]([CH:6]=[CH:7][C:8](=[O:15])[N:9]2[CH2:12][CH2:13][N:16]2[CH2:17][CH2:18][CH:19]([NH:22][C:23](=[O:29])[O:24][C:25]([CH3:27])([CH3:26])[CH3:28])[CH2:20][CH2:21]2)=[N:4][CH:3]=1. The catalyst class is: 845.